Dataset: NCI-60 drug combinations with 297,098 pairs across 59 cell lines. Task: Regression. Given two drug SMILES strings and cell line genomic features, predict the synergy score measuring deviation from expected non-interaction effect. (1) Drug 1: CCC1=CC2CC(C3=C(CN(C2)C1)C4=CC=CC=C4N3)(C5=C(C=C6C(=C5)C78CCN9C7C(C=CC9)(C(C(C8N6C)(C(=O)OC)O)OC(=O)C)CC)OC)C(=O)OC.C(C(C(=O)O)O)(C(=O)O)O. Drug 2: C1=CN(C(=O)N=C1N)C2C(C(C(O2)CO)O)O.Cl. Cell line: NCI-H460. Synergy scores: CSS=74.6, Synergy_ZIP=0.988, Synergy_Bliss=0.165, Synergy_Loewe=-1.17, Synergy_HSA=2.41. (2) Drug 1: C1=CC=C(C=C1)NC(=O)CCCCCCC(=O)NO. Drug 2: CC12CCC3C(C1CCC2O)C(CC4=C3C=CC(=C4)O)CCCCCCCCCS(=O)CCCC(C(F)(F)F)(F)F. Synergy scores: CSS=3.94, Synergy_ZIP=-1.05, Synergy_Bliss=0.743, Synergy_Loewe=-1.04, Synergy_HSA=-0.205. Cell line: UACC-257. (3) Drug 1: C1=C(C(=O)NC(=O)N1)F. Drug 2: C1C(C(OC1N2C=NC(=NC2=O)N)CO)O. Cell line: IGROV1. Synergy scores: CSS=38.7, Synergy_ZIP=9.36, Synergy_Bliss=11.0, Synergy_Loewe=11.1, Synergy_HSA=11.3. (4) Drug 2: B(C(CC(C)C)NC(=O)C(CC1=CC=CC=C1)NC(=O)C2=NC=CN=C2)(O)O. Synergy scores: CSS=58.5, Synergy_ZIP=2.47, Synergy_Bliss=4.00, Synergy_Loewe=1.21, Synergy_HSA=4.33. Drug 1: C1CC2CC3=C(CC1C24CN(S(=O)(=O)N4)CC(F)(F)F)C=CC(=C3)C=CCN5CCC(CC5)C(F)(F)F. Cell line: SW-620. (5) Drug 1: CNC(=O)C1=CC=CC=C1SC2=CC3=C(C=C2)C(=NN3)C=CC4=CC=CC=N4. Drug 2: CCCCCOC(=O)NC1=NC(=O)N(C=C1F)C2C(C(C(O2)C)O)O. Cell line: LOX IMVI. Synergy scores: CSS=1.57, Synergy_ZIP=-0.643, Synergy_Bliss=0.949, Synergy_Loewe=0.841, Synergy_HSA=1.20.